From a dataset of NCI-60 drug combinations with 297,098 pairs across 59 cell lines. Regression. Given two drug SMILES strings and cell line genomic features, predict the synergy score measuring deviation from expected non-interaction effect. (1) Drug 1: CN(CC1=CN=C2C(=N1)C(=NC(=N2)N)N)C3=CC=C(C=C3)C(=O)NC(CCC(=O)O)C(=O)O. Drug 2: CC1=C(C=C(C=C1)NC(=O)C2=CC=C(C=C2)CN3CCN(CC3)C)NC4=NC=CC(=N4)C5=CN=CC=C5. Synergy scores: CSS=13.2, Synergy_ZIP=-0.734, Synergy_Bliss=-3.29, Synergy_Loewe=-36.6, Synergy_HSA=-1.46. Cell line: SNB-75. (2) Drug 1: CC1=CC=C(C=C1)C2=CC(=NN2C3=CC=C(C=C3)S(=O)(=O)N)C(F)(F)F. Cell line: SF-268. Drug 2: C1=CN(C(=O)N=C1N)C2C(C(C(O2)CO)O)O.Cl. Synergy scores: CSS=13.3, Synergy_ZIP=-4.81, Synergy_Bliss=-3.14, Synergy_Loewe=-13.9, Synergy_HSA=-2.93. (3) Drug 1: C1=CC(=CC=C1CCC2=CNC3=C2C(=O)NC(=N3)N)C(=O)NC(CCC(=O)O)C(=O)O. Drug 2: CC(C)CN1C=NC2=C1C3=CC=CC=C3N=C2N. Cell line: M14. Synergy scores: CSS=28.7, Synergy_ZIP=3.65, Synergy_Bliss=5.62, Synergy_Loewe=-4.84, Synergy_HSA=4.75. (4) Drug 1: CCC1(CC2CC(C3=C(CCN(C2)C1)C4=CC=CC=C4N3)(C5=C(C=C6C(=C5)C78CCN9C7C(C=CC9)(C(C(C8N6C=O)(C(=O)OC)O)OC(=O)C)CC)OC)C(=O)OC)O.OS(=O)(=O)O. Drug 2: CS(=O)(=O)CCNCC1=CC=C(O1)C2=CC3=C(C=C2)N=CN=C3NC4=CC(=C(C=C4)OCC5=CC(=CC=C5)F)Cl. Cell line: EKVX. Synergy scores: CSS=18.6, Synergy_ZIP=1.95, Synergy_Bliss=4.25, Synergy_Loewe=1.28, Synergy_HSA=5.16. (5) Drug 1: CC(C1=C(C=CC(=C1Cl)F)Cl)OC2=C(N=CC(=C2)C3=CN(N=C3)C4CCNCC4)N. Drug 2: C1CN(P(=O)(OC1)NCCCl)CCCl. Cell line: UACC-257. Synergy scores: CSS=-2.98, Synergy_ZIP=0.282, Synergy_Bliss=-3.94, Synergy_Loewe=-5.75, Synergy_HSA=-4.90. (6) Drug 1: CS(=O)(=O)C1=CC(=C(C=C1)C(=O)NC2=CC(=C(C=C2)Cl)C3=CC=CC=N3)Cl. Drug 2: CC12CCC(CC1=CCC3C2CCC4(C3CC=C4C5=CN=CC=C5)C)O. Cell line: NCI-H460. Synergy scores: CSS=1.80, Synergy_ZIP=5.11, Synergy_Bliss=1.68, Synergy_Loewe=-0.234, Synergy_HSA=0.656.